From a dataset of Reaction yield outcomes from USPTO patents with 853,638 reactions. Predict the reaction yield, written as a fraction of the theoretical maximum amount of product (1.0 means a 100% yield; for example, 0.34 means a 34% yield). The reactants are Br[C:2]1[CH:8]=[CH:7][C:5]([NH2:6])=[C:4]([F:9])[CH:3]=1.[CH3:10][PH:11](=[O:13])[CH3:12].CC1(C)C2C(=C(P(C3C=CC=CC=3)C3C=CC=CC=3)C=CC=2)OC2C(P(C3C=CC=CC=3)C3C=CC=CC=3)=CC=CC1=2.P([O-])([O-])([O-])=O.[K+].[K+].[K+]. The catalyst is CN(C=O)C.C([O-])(=O)C.[Pd+2].C([O-])(=O)C. The product is [CH3:10][P:11]([C:2]1[CH:8]=[CH:7][C:5]([NH2:6])=[C:4]([F:9])[CH:3]=1)([CH3:12])=[O:13]. The yield is 0.200.